Dataset: Full USPTO retrosynthesis dataset with 1.9M reactions from patents (1976-2016). Task: Predict the reactants needed to synthesize the given product. (1) Given the product [CH2:21]([O:23][C:9]([C:6]1[CH:5]=[C:4]([C:1](=[O:3])[CH3:2])[NH:8][CH:7]=1)=[O:14])[CH3:22], predict the reactants needed to synthesize it. The reactants are: [C:1]([C:4]1[NH:8][CH:7]=[C:6]([C:9](=[O:14])C(Cl)(Cl)Cl)[CH:5]=1)(=[O:3])[CH3:2].C(=O)([O-])[O-].[K+].[K+].[CH2:21]([OH:23])[CH3:22]. (2) Given the product [CH2:14]([O:13][C:3]1[C:12]2[C:7](=[CH:8][CH:9]=[CH:10][CH:11]=2)[CH:6]=[CH:5][CH:4]=1)[CH:16]1[O:18][CH2:17]1, predict the reactants needed to synthesize it. The reactants are: [H-].[Na+].[C:3]1([OH:13])[C:12]2[C:7](=[CH:8][CH:9]=[CH:10][CH:11]=2)[CH:6]=[CH:5][CH:4]=1.[CH2:14]([CH:16]1[O:18][CH2:17]1)Cl.C(OCC)C. (3) Given the product [F:13][C:14]([F:16])([F:15])[C:2]([C:4]1[CH:5]=[CH:6][C:7]([N+:10]([O-:12])=[O:11])=[CH:8][CH:9]=1)([OH:3])[CH3:1], predict the reactants needed to synthesize it. The reactants are: [CH3:1][C:2]([C:4]1[CH:9]=[CH:8][C:7]([N+:10]([O-:12])=[O:11])=[CH:6][CH:5]=1)=[O:3].[F:13][C:14]([Si](C)(C)C)([F:16])[F:15].O.O.O.[F-].C([N+](CCCC)(CCCC)CCCC)CCC.Cl.C(=O)(O)[O-].[Na+]. (4) Given the product [CH3:1][C:2]1[CH:3]=[C:4]([CH:29]=[CH:30][CH:31]=1)[CH2:5][CH:6]1[CH2:7][CH2:8][N:9]([CH2:12][CH2:13][NH:14][C:15]([NH:17][C:18]2[C:27]3[C:22](=[CH:23][CH:24]=[CH:25][CH:26]=3)[N:21]=[C:20]([CH3:28])[CH:19]=2)=[O:16])[CH2:10][CH2:11]1, predict the reactants needed to synthesize it. The reactants are: [CH3:1][C:2]1[CH:3]=[C:4]([CH:29]=[CH:30][CH:31]=1)[CH:5]=[C:6]1[CH2:11][CH2:10][N:9]([CH2:12][CH2:13][NH:14][C:15]([NH:17][C:18]2[C:27]3[C:22](=[CH:23][CH:24]=[CH:25][CH:26]=3)[N:21]=[C:20]([CH3:28])[CH:19]=2)=[O:16])[CH2:8][CH2:7]1.Cl. (5) Given the product [CH3:25][N:26]([CH3:40])[C:27]1([C:34]2[CH:39]=[CH:38][CH:37]=[CH:36][CH:35]=2)[CH2:32][CH2:31][CH:30]([NH:33][C:21]([NH:13][CH:11]([CH3:12])[CH2:10][C:3]2[C:4]3[C:9](=[CH:8][CH:7]=[CH:6][CH:5]=3)[NH:1][CH:2]=2)=[S:22])[CH2:29][CH2:28]1, predict the reactants needed to synthesize it. The reactants are: [NH:1]1[C:9]2[C:4](=[CH:5][CH:6]=[CH:7][CH:8]=2)[C:3]([CH2:10][CH:11]([NH2:13])[CH3:12])=[CH:2]1.C(N(CC)CC)C.[C:21](Cl)(Cl)=[S:22].[CH3:25][N:26]([CH3:40])[C:27]1([C:34]2[CH:39]=[CH:38][CH:37]=[CH:36][CH:35]=2)[CH2:32][CH2:31][CH:30]([NH2:33])[CH2:29][CH2:28]1. (6) Given the product [Br:12][C:13]1[S:17][C:16]([C:18]2[S:19][C:20]([CH2:23][NH:11][C:8]34[CH2:10][CH:4]5[CH2:5][CH:6]([CH2:1][CH:2]([CH2:3]5)[CH2:9]3)[CH2:7]4)=[CH:21][CH:22]=2)=[CH:15][CH:14]=1, predict the reactants needed to synthesize it. The reactants are: [CH2:1]1[CH:6]2[CH2:7][C:8]3([NH2:11])[CH2:10][CH:4]([CH2:5]2)[CH2:3][CH:2]1[CH2:9]3.[Br:12][C:13]1[S:17][C:16]([C:18]2[S:19][C:20]([CH:23]=O)=[CH:21][CH:22]=2)=[CH:15][CH:14]=1.